From a dataset of Reaction yield outcomes from USPTO patents with 853,638 reactions. Predict the reaction yield, written as a fraction of the theoretical maximum amount of product (1.0 means a 100% yield; for example, 0.34 means a 34% yield). (1) The reactants are [C:1](Cl)(=[O:3])[CH3:2].[CH2:5]([O:7][CH2:8][C:9]1[N:10]([CH2:22][C:23]2([OH:29])[CH2:28][CH2:27][NH:26][CH2:25][CH2:24]2)[C:11]2[C:20]3[CH:19]=[CH:18][CH:17]=[CH:16][C:15]=3[N:14]=[CH:13][C:12]=2[N:21]=1)[CH3:6].C(N(CC)CC)C. The catalyst is ClCCl. The product is [C:1]([N:26]1[CH2:27][CH2:28][C:23]([CH2:22][N:10]2[C:11]3[C:20]4[CH:19]=[CH:18][CH:17]=[CH:16][C:15]=4[N:14]=[CH:13][C:12]=3[N:21]=[C:9]2[CH2:8][O:7][CH2:5][CH3:6])([OH:29])[CH2:24][CH2:25]1)(=[O:3])[CH3:2]. The yield is 0.640. (2) The reactants are [CH3:1][N:2]([C:11]1[CH:12]=[CH:13][CH:14]=[C:15]2[C:19]=1[NH:18][C:17]([C:20]1[S:21][C:22]3([CH2:29][CH2:28][NH:27][CH2:26][CH2:25]3)[CH2:23][N:24]=1)=[CH:16]2)[S:3]([C:6]1[S:7][CH:8]=[CH:9][CH:10]=1)(=[O:5])=[O:4].Cl[CH2:31][C:32]1N=CO[N:33]=1.C(=O)([O-])[O-].[K+].[K+].CN(C)C=O. The catalyst is O. The product is [C:32]([CH2:31][N:27]1[CH2:28][CH2:29][C:22]2([S:21][C:20]([C:17]3[NH:18][C:19]4[C:15]([CH:16]=3)=[CH:14][CH:13]=[CH:12][C:11]=4[N:2]([CH3:1])[S:3]([C:6]3[S:7][CH:8]=[CH:9][CH:10]=3)(=[O:4])=[O:5])=[N:24][CH2:23]2)[CH2:25][CH2:26]1)#[N:33]. The yield is 0.470. (3) The product is [CH2:19]([N:7]1[CH2:8][CH2:9][N:10]([CH2:12][C:13]2[CH:18]=[CH:17][CH:16]=[CH:15][CH:14]=2)[CH2:11][CH:6]1[CH2:4][OH:3])[C:20]1[CH:21]=[CH:22][CH:23]=[CH:24][CH:25]=1. The yield is 0.940. The catalyst is C1COCC1.CCOCC. The reactants are C([O:3][C:4]([CH:6]1[CH2:11][N:10]([CH2:12][C:13]2[CH:18]=[CH:17][CH:16]=[CH:15][CH:14]=2)[CH2:9][CH2:8][N:7]1[CH2:19][C:20]1[CH:25]=[CH:24][CH:23]=[CH:22][CH:21]=1)=O)C.[H-].[H-].[H-].[H-].[Li+].[Al+3]. (4) The reactants are [CH:1]1[C:10]2[C:5](=[CH:6][CH:7]=[CH:8][CH:9]=2)[CH:4]=[CH:3][C:2]=1[CH2:11][CH2:12][C@H:13]1[CH2:18][NH:17][CH2:16][CH2:15][NH:14]1.[CH3:19][C:20]1[S:29][C:28]2[NH:27][C:26]3[CH:30]=[CH:31][CH:32]=[CH:33][C:25]=3[N:24]=[C:23](N)[C:22]=2[CH:21]=1.CN1CCCC1=O. The catalyst is C(OCC)(=O)C.O. The product is [CH3:19][C:20]1[S:29][C:28]2[NH:27][C:26]3[CH:30]=[CH:31][CH:32]=[CH:33][C:25]=3[N:24]=[C:23]([N:17]3[CH2:16][CH2:15][NH:14][C@@H:13]([CH2:12][CH2:11][C:2]4[CH:3]=[CH:4][C:5]5[C:10](=[CH:9][CH:8]=[CH:7][CH:6]=5)[CH:1]=4)[CH2:18]3)[C:22]=2[CH:21]=1. The yield is 0.340. (5) The reactants are [CH3:1][O:2][C:3]1[S:7][C:6]2=[N:8][C:9]([C:11]3[O:12][C:13]4[CH:19]=[C:18]([O:20][CH3:21])[CH:17]=[C:16]([O:22][CH2:23][C:24]#[CH:25])[C:14]=4[CH:15]=3)=[CH:10][N:5]2[N:4]=1.[N:26]([C:29]1[CH:34]=[CH:33][CH:32]=[CH:31][CH:30]=1)=[N+:27]=[N-:28].CN(C=O)C.OC1C(=O)OCC=1[O-]. The catalyst is ClCCl.O.O.O.O.O.S([O-])([O-])(=O)=O.[Cu+2]. The product is [CH3:1][O:2][C:3]1[S:7][C:6]2=[N:8][C:9]([C:11]3[O:12][C:13]4[CH:19]=[C:18]([O:20][CH3:21])[CH:17]=[C:16]([O:22][CH2:23][C:24]5[N:28]=[N:27][N:26]([C:29]6[CH:34]=[CH:33][CH:32]=[CH:31][CH:30]=6)[CH:25]=5)[C:14]=4[CH:15]=3)=[CH:10][N:5]2[N:4]=1. The yield is 0.490. (6) The reactants are Cl[CH2:2][C:3](Cl)=[O:4].[NH2:6][C:7]1[CH:12]=[CH:11][CH:10]=[CH:9][C:8]=1[OH:13].C(=O)(O)[O-].[Na+]. The catalyst is C(Cl)(Cl)Cl.CC[N+](CC1C=CC=CC=1)(CC)CC.[Cl-]. The product is [O:13]1[CH2:2][C:3](=[O:4])[NH:6][C:7]2[CH:12]=[CH:11][CH:10]=[CH:9][C:8]1=2. The yield is 0.600. (7) The reactants are [Cl:1][C:2]1[CH:3]=[CH:4][C:5]2[N:11]([CH3:12])[C:10](=[O:13])[CH:9]([N:14]=[C:15]=[S:16])[N:8]=[C:7]([C:17]3[CH:18]=[N:19][CH:20]=[CH:21][CH:22]=3)[C:6]=2[CH:23]=1.[N:24]1([C:30]2[C:39]3[C:34](=[CH:35][CH:36]=[CH:37][CH:38]=3)[C:33]([NH2:40])=[CH:32][CH:31]=2)[CH2:29][CH2:28][O:27][CH2:26][CH2:25]1. No catalyst specified. The product is [Cl:1][C:2]1[CH:3]=[CH:4][C:5]2[N:11]([CH3:12])[C:10](=[O:13])[CH:9]([NH:14][C:15]([NH:40][C:33]3[C:34]4[C:39](=[CH:38][CH:37]=[CH:36][CH:35]=4)[C:30]([N:24]4[CH2:29][CH2:28][O:27][CH2:26][CH2:25]4)=[CH:31][CH:32]=3)=[S:16])[N:8]=[C:7]([C:17]3[CH:18]=[N:19][CH:20]=[CH:21][CH:22]=3)[C:6]=2[CH:23]=1. The yield is 0.560. (8) The catalyst is CN(C)C(=O)C.C1C=CC(/C=C/C(/C=C/C2C=CC=CC=2)=O)=CC=1.C1C=CC(/C=C/C(/C=C/C2C=CC=CC=2)=O)=CC=1.[Pd].C1C=CC([P]([Pd]([P](C2C=CC=CC=2)(C2C=CC=CC=2)C2C=CC=CC=2)([P](C2C=CC=CC=2)(C2C=CC=CC=2)C2C=CC=CC=2)[P](C2C=CC=CC=2)(C2C=CC=CC=2)C2C=CC=CC=2)(C2C=CC=CC=2)C2C=CC=CC=2)=CC=1.O. The yield is 1.07. The product is [CH3:74][N:71]1[C:72]([CH3:73])=[C:68]([CH2:67][N:64]2[CH2:63][CH2:62][N:61]([C:56]3[C:55]([C:21]4[CH:26]=[CH:25][C:24]([CH:27]([CH3:30])[C:28]#[N:29])=[CH:23][CH:22]=4)=[N:60][CH:59]=[CH:58][N:57]=3)[CH2:66][CH2:65]2)[CH:69]=[N:70]1. The reactants are C1(P(C2CCCCC2)C2CCCCC2)CCCCC1.Br[C:21]1[CH:26]=[CH:25][C:24]([CH:27]([CH3:30])[C:28]#[N:29])=[CH:23][CH:22]=1.CC1(C)C(C)(C)OB(B2OC(C)(C)C(C)(C)O2)O1.C([O-])(=O)C.[K+].Cl[C:55]1[C:56]([N:61]2[CH2:66][CH2:65][N:64]([CH2:67][C:68]3[CH:69]=[N:70][N:71]([CH3:74])[C:72]=3[CH3:73])[CH2:63][CH2:62]2)=[N:57][CH:58]=[CH:59][N:60]=1.C(=O)([O-])[O-].[K+].[K+]. (9) The reactants are F[C:2](F)(F)[C:3]1[CH:4]=[C:5]([NH:9][C:10](=[O:29])[NH:11][C:12]2[CH:17]=[CH:16][C:15]([C:18]3SC(CCC(OC)=O)=N[CH:19]=3)=[CH:14][CH:13]=2)[CH:6]=[CH:7][CH:8]=1.[N+](C1C=CC(C2C=[CH:44][N:43]([CH:46]3[CH2:51][CH2:50][CH:49]([C:52]([O:54][CH2:55][CH3:56])=[O:53])[CH2:48][CH2:47]3)[N:42]=2)=CC=1)([O-])=O.N(C1C=CC=C(C)C=1)=C=O. No catalyst specified. The product is [C:3]1([CH3:2])[CH:8]=[CH:7][CH:6]=[C:5]([NH:9][C:10](=[O:29])[NH:11][C:12]2[CH:13]=[CH:14][C:15]([C:18]3[CH:19]=[CH:44][N:43]([CH:46]4[CH2:47][CH2:48][CH:49]([C:52]([O:54][CH2:55][CH3:56])=[O:53])[CH2:50][CH2:51]4)[N:42]=3)=[CH:16][CH:17]=2)[CH:4]=1. The yield is 0.950.